From a dataset of Serine/threonine kinase 33 screen with 319,792 compounds. Binary Classification. Given a drug SMILES string, predict its activity (active/inactive) in a high-throughput screening assay against a specified biological target. (1) The result is 0 (inactive). The molecule is Clc1ccc(CCNC(=O)C2CN(S(=O)(=O)N3CCN(CC3)C(OCC)=O)CCC2)cc1. (2) The molecule is o1c2c(c(c(CC(=O)NC(CC(C)C)C(=O)NC(Cc3ccccc3)C(O)=O)c1=O)C)cc1c(oc(c1C)C)c2C. The result is 0 (inactive). (3) The compound is ClCc1noc(c1C(OC)=O)C(=O)NC(C)C. The result is 0 (inactive). (4) The compound is O=C1NC(CN(C(C)C)Cc2nc(oc2C)c2ccoc2)CC1. The result is 0 (inactive). (5) The compound is S(=O)(=O)(NCCC(OCC(=O)c1ccc(F)cc1)=O)c1ccccc1. The result is 0 (inactive). (6) The molecule is s1c(nnc1NC(=O)C(OCC)=O)C1CCCCC1. The result is 0 (inactive).